Dataset: Catalyst prediction with 721,799 reactions and 888 catalyst types from USPTO. Task: Predict which catalyst facilitates the given reaction. (1) Reactant: [F:1][C:2]1[N:7]=[C:6]([C:8]2[C:16]3[C:11](=[CH:12][CH:13]=[C:14]([C:17]4[S:21][C:20]([NH:22]CC5C=CC(OC)=CC=5)=[N:19][N:18]=4)[CH:15]=3)[N:10]([S:32]([C:35]3[CH:41]=[CH:40][C:38]([CH3:39])=[CH:37][CH:36]=3)(=[O:34])=[O:33])[CH:9]=2)[CH:5]=[CH:4][CH:3]=1. Product: [F:1][C:2]1[N:7]=[C:6]([C:8]2[C:16]3[C:11](=[CH:12][CH:13]=[C:14]([C:17]4[S:21][C:20]([NH2:22])=[N:19][N:18]=4)[CH:15]=3)[N:10]([S:32]([C:35]3[CH:36]=[CH:37][C:38]([CH3:39])=[CH:40][CH:41]=3)(=[O:34])=[O:33])[CH:9]=2)[CH:5]=[CH:4][CH:3]=1. The catalyst class is: 67. (2) Reactant: [CH3:1][C:2]([CH3:31])([CH3:30])[C:3]([N:5]1[CH2:12][C:11]2[C:10]([NH:13][C:14](=[O:22])[C:15]3[CH:20]=[CH:19][C:18]([F:21])=[CH:17][CH:16]=3)=[N:9][N:8](C(OCC)=O)[C:7]=2[C:6]1([CH3:29])[CH3:28])=[O:4].C(Cl)Cl.CO. Product: [CH3:1][C:2]([CH3:31])([CH3:30])[C:3]([N:5]1[CH2:12][C:11]2[C:10]([NH:13][C:14](=[O:22])[C:15]3[CH:16]=[CH:17][C:18]([F:21])=[CH:19][CH:20]=3)=[N:9][NH:8][C:7]=2[C:6]1([CH3:29])[CH3:28])=[O:4]. The catalyst class is: 5.